This data is from Forward reaction prediction with 1.9M reactions from USPTO patents (1976-2016). The task is: Predict the product of the given reaction. (1) Given the reactants Cl[C:2]1[N:7]=[CH:6][C:5]([C:8]([OH:10])=[O:9])=[CH:4][CH:3]=1.[F:11][C:12]([F:16])([F:15])[CH2:13][OH:14].[OH-].[K+].Cl, predict the reaction product. The product is: [F:11][C:12]([F:16])([F:15])[CH2:13][O:14][C:2]1[N:7]=[CH:6][C:5]([C:8]([OH:10])=[O:9])=[CH:4][CH:3]=1. (2) Given the reactants [CH3:1][C:2]1[N:6]([CH:7]2[CH2:13][C@H:12]3[N:14]([CH2:15][CH2:16][C:17]4([C:35]5[CH:40]=[CH:39][CH:38]=[CH:37][C:36]=5[CH3:41])[CH2:22][CH2:21][N:20]([C:23]([C:25]5[CH:26]=[C:27]([CH:32]=[CH:33][CH:34]=5)[C:28]([O:30]C)=[O:29])=[O:24])[CH2:19][CH2:18]4)[C@H:9]([CH2:10][CH2:11]3)[CH2:8]2)[C:5]2[CH:42]=[CH:43][CH:44]=[CH:45][C:4]=2[N:3]=1.[OH-].[Na+], predict the reaction product. The product is: [CH3:1][C:2]1[N:6]([CH:7]2[CH2:13][C@H:12]3[N:14]([CH2:15][CH2:16][C:17]4([C:35]5[CH:40]=[CH:39][CH:38]=[CH:37][C:36]=5[CH3:41])[CH2:22][CH2:21][N:20]([C:23]([C:25]5[CH:26]=[C:27]([CH:32]=[CH:33][CH:34]=5)[C:28]([OH:30])=[O:29])=[O:24])[CH2:19][CH2:18]4)[C@H:9]([CH2:10][CH2:11]3)[CH2:8]2)[C:5]2[CH:42]=[CH:43][CH:44]=[CH:45][C:4]=2[N:3]=1.